This data is from Forward reaction prediction with 1.9M reactions from USPTO patents (1976-2016). The task is: Predict the product of the given reaction. (1) Given the reactants [F:1][C:2]([F:40])([F:39])[C:3]1[CH:4]=[C:5]([CH:32]=[C:33]([C:35]([F:38])([F:37])[F:36])[CH:34]=1)[CH2:6][O:7][CH2:8][C:9]1([CH2:19][CH2:20][N:21]2C(=O)C3C(=CC=CC=3)C2=O)[C:18]2[C:13](=[CH:14][CH:15]=[CH:16][CH:17]=2)[CH2:12][CH2:11][O:10]1.NN, predict the reaction product. The product is: [F:37][C:35]([F:36])([F:38])[C:33]1[CH:32]=[C:5]([CH:4]=[C:3]([C:2]([F:40])([F:39])[F:1])[CH:34]=1)[CH2:6][O:7][CH2:8][C:9]1([CH2:19][CH2:20][NH2:21])[C:18]2[C:13](=[CH:14][CH:15]=[CH:16][CH:17]=2)[CH2:12][CH2:11][O:10]1. (2) Given the reactants Cl.Cl[CH2:3][CH2:4][N:5]1[CH2:10][CH2:9][O:8][CH2:7][CH2:6]1.[O:11]1[C:15]2[CH:16]=[CH:17][CH:18]=[CH:19][C:14]=2[N:13]=[C:12]1[C:20]1[C:21]([NH2:31])=[N:22][CH:23]=[C:24]([C:26]2[CH:27]=[N:28][NH:29][CH:30]=2)[CH:25]=1.C(=O)([O-])[O-].[K+].[K+], predict the reaction product. The product is: [O:11]1[C:15]2[CH:16]=[CH:17][CH:18]=[CH:19][C:14]=2[N:13]=[C:12]1[C:20]1[C:21]([NH2:31])=[N:22][CH:23]=[C:24]([C:26]2[CH:30]=[N:29][N:28]([CH2:3][CH2:4][N:5]3[CH2:10][CH2:9][O:8][CH2:7][CH2:6]3)[CH:27]=2)[CH:25]=1. (3) Given the reactants Cl[C:2]([O:4][CH2:5][C:6]([Cl:9])([Cl:8])[Cl:7])=[O:3].[F:10][CH2:11][C:12]1([C:15]2[CH:16]=[C:17]([NH2:27])[N:18]([C:20]3[CH:25]=[CH:24][C:23]([CH3:26])=[CH:22][CH:21]=3)[N:19]=2)[CH2:14][CH2:13]1.N1C=CC=CC=1.CCOC(C)=O, predict the reaction product. The product is: [Cl:7][C:6]([Cl:9])([Cl:8])[CH2:5][O:4][C:2](=[O:3])[NH:27][C:17]1[N:18]([C:20]2[CH:21]=[CH:22][C:23]([CH3:26])=[CH:24][CH:25]=2)[N:19]=[C:15]([C:12]2([CH2:11][F:10])[CH2:13][CH2:14]2)[CH:16]=1. (4) Given the reactants O[CH2:2][C:3]([NH:6][C:7]([NH:9][C:10]1[CH:15]=[CH:14][CH:13]=[CH:12][CH:11]=1)=[S:8])([CH3:5])[CH3:4].[OH-].[Na+], predict the reaction product. The product is: [CH3:2][C:3]1([CH3:5])[CH2:4][S:8][C:7]([NH:9][C:10]2[CH:15]=[CH:14][CH:13]=[CH:12][CH:11]=2)=[N:6]1. (5) Given the reactants [Cl:1][C:2]1[CH:3]=[C:4]([C:8]([C:10]2[CH:19]=[CH:18][CH:17]=[C:16]3[C:11]=2[NH:12][CH2:13][CH2:14][NH:15]3)=[O:9])[CH:5]=[CH:6][CH:7]=1.N1C=CC=CC=1.[C:26](Cl)([O:28][CH2:29][C:30]1[CH:35]=[CH:34][CH:33]=[CH:32][CH:31]=1)=[O:27], predict the reaction product. The product is: [Cl:1][C:2]1[CH:3]=[C:4]([CH:5]=[CH:6][CH:7]=1)[C:8]([C:10]1[CH:19]=[CH:18][CH:17]=[C:16]2[C:11]=1[NH:12][CH2:13][CH2:14][N:15]2[C:26]([O:28][CH2:29][C:30]1[CH:35]=[CH:34][CH:33]=[CH:32][CH:31]=1)=[O:27])=[O:9].